This data is from Catalyst prediction with 721,799 reactions and 888 catalyst types from USPTO. The task is: Predict which catalyst facilitates the given reaction. (1) Reactant: C(OC([N:8]1[CH2:12][C@H:11]([CH2:13][C:14]2[CH:19]=[CH:18][CH:17]=[CH:16][CH:15]=2)[C@@H:10]([CH2:20][N:21]([CH2:29][C:30]2[CH:35]=[CH:34][CH:33]=[C:32]([CH2:36][NH2:37])[CH:31]=2)[C:22]2[CH:27]=[CH:26][C:25]([Cl:28])=[CH:24][CH:23]=2)[CH2:9]1)=O)(C)(C)C.[CH:38](OC1C=CC([N+]([O-])=O)=CC=1)=[O:39].CC#N.O.CC#N. Product: [CH2:13]([C@H:11]1[CH2:12][NH:8][CH2:9][C@@H:10]1[CH2:20][N:21]([CH2:29][C:30]1[CH:31]=[C:32]([CH:33]=[CH:34][CH:35]=1)[CH2:36][NH:37][CH:38]=[O:39])[C:22]1[CH:27]=[CH:26][C:25]([Cl:28])=[CH:24][CH:23]=1)[C:14]1[CH:19]=[CH:18][CH:17]=[CH:16][CH:15]=1. The catalyst class is: 6. (2) Reactant: Br.[NH2:2][C:3]1[CH:9]=[CH:8][C:7]2[CH:10]=[CH:11][CH:12]=[CH:13][C:6]=2[NH:5][N:4]=1.Br. Product: [NH2:2][C:3]1[CH:9]=[CH:8][C:7]2[CH:10]=[CH:11][CH:12]=[CH:13][C:6]=2[NH:5][N:4]=1. The catalyst class is: 158. (3) Reactant: C([O:8][NH:9][C:10]([C:12]1([NH:18][S:19]([C:22]2[CH:27]=[CH:26][C:25]([O:28][C:29]3[CH:34]=[CH:33][C:32]([F:35])=[CH:31][CH:30]=3)=[CH:24][CH:23]=2)(=[O:21])=[O:20])[CH2:17][CH2:16][O:15][CH2:14][CH2:13]1)=[O:11])C1C=CC=CC=1. Product: [OH:8][NH:9][C:10]([C:12]1([NH:18][S:19]([C:22]2[CH:27]=[CH:26][C:25]([O:28][C:29]3[CH:30]=[CH:31][C:32]([F:35])=[CH:33][CH:34]=3)=[CH:24][CH:23]=2)(=[O:20])=[O:21])[CH2:17][CH2:16][O:15][CH2:14][CH2:13]1)=[O:11]. The catalyst class is: 78. (4) Reactant: N[C:2]1[CH:3]=[C:4]([CH:9]([CH3:15])[C:10]([O:12][CH2:13][CH3:14])=[O:11])[CH:5]=CC=1N.C([N:23]1[CH:27]=[CH:26][N:25]=[CH:24]1)([N:23]1[CH:27]=[CH:26][N:25]=[CH:24]1)=S.C1CCN2C(=NCCC2)CC1.[OH2:39]. Product: [O:39]=[C:24]1[NH:23][C:27]2[CH:2]=[CH:3][C:4]([CH:9]([CH3:15])[C:10]([O:12][CH2:13][CH3:14])=[O:11])=[CH:5][C:26]=2[NH:25]1. The catalyst class is: 2. (5) Reactant: C[O:2][CH2:3][C@H:4]([CH3:35])[O:5][C:6]1[CH:7]=[C:8]([C:23]2[NH:27][C:26]([C:28]3[O:29][C@@H:30]([CH3:34])[CH:31]([OH:33])[N:32]=3)=[CH:25][CH:24]=2)[CH:9]=[C:10]([O:12][C:13]2[CH:18]=[N:17][C:16]([S:19]([CH3:22])(=[O:21])=[O:20])=[CH:15][N:14]=2)[CH:11]=1.B(Br)(Br)Br.C(=O)([O-])O.[Na+]. Product: [OH:2][CH2:3][C@H:4]([CH3:35])[O:5][C:6]1[CH:7]=[C:8]([C:23]2[NH:27][C:26]([C:28]3[O:29][C@@H:30]([CH3:34])[CH:31]([OH:33])[N:32]=3)=[CH:25][CH:24]=2)[CH:9]=[C:10]([O:12][C:13]2[CH:18]=[N:17][C:16]([S:19]([CH3:22])(=[O:21])=[O:20])=[CH:15][N:14]=2)[CH:11]=1. The catalyst class is: 2. (6) Reactant: [N:1]1[C:10]2[C:5](=[CH:6][C:7]([C:11]([OH:13])=[O:12])=[CH:8][CH:9]=2)[CH:4]=[CH:3][CH:2]=1.C(N1C=CN=C1)(N1C=CN=C1)=O.[CH2:26](O)[C:27]1[CH:32]=[CH:31][CH:30]=[CH:29][CH:28]=1. Product: [CH2:26]([O:12][C:11]([C:7]1[CH:6]=[C:5]2[C:10](=[CH:9][CH:8]=1)[N:1]=[CH:2][CH:3]=[CH:4]2)=[O:13])[C:27]1[CH:32]=[CH:31][CH:30]=[CH:29][CH:28]=1. The catalyst class is: 25.